Dataset: Forward reaction prediction with 1.9M reactions from USPTO patents (1976-2016). Task: Predict the product of the given reaction. Given the reactants Br[C:2]1[CH:7]=[CH:6][C:5]([C:8]2([C:11]3[N:15]4[CH2:16][CH2:17][S:18][C:19]([CH2:22][O:23][Si:24]([C:27]([CH3:30])([CH3:29])[CH3:28])([CH3:26])[CH3:25])([CH3:21])[CH2:20][C:14]4=[N:13][N:12]=3)[CH2:10][CH2:9]2)=[CH:4][CH:3]=1.[CH3:31][C:32]1[C:36](B2OC(C)(C)C(C)(C)O2)=[CH:35][NH:34][N:33]=1.C(=O)([O-])[O-].[K+].[K+], predict the reaction product. The product is: [Si:24]([O:23][CH2:22][C:19]1([CH3:21])[S:18][CH2:17][CH2:16][N:15]2[C:11]([C:8]3([C:5]4[CH:6]=[CH:7][C:2]([C:36]5[C:32]([CH3:31])=[N:33][NH:34][CH:35]=5)=[CH:3][CH:4]=4)[CH2:10][CH2:9]3)=[N:12][N:13]=[C:14]2[CH2:20]1)([C:27]([CH3:30])([CH3:29])[CH3:28])([CH3:26])[CH3:25].